Dataset: Forward reaction prediction with 1.9M reactions from USPTO patents (1976-2016). Task: Predict the product of the given reaction. (1) The product is: [Cl:11][CH2:12][CH2:13][CH2:14][CH2:15][CH2:16][CH2:17][CH2:18][CH3:19]. Given the reactants N1C=CC=CC=1.O=S(Cl)Cl.[Cl:11][CH2:12][CH2:13][CH2:14][CH2:15][CH2:16][CH2:17][CH2:18][CH2:19]O, predict the reaction product. (2) Given the reactants [CH3:1][O:2][C:3]1[CH:26]=[CH:25][C:6]([CH2:7][NH:8][C:9]2[C:18](/[CH:19]=[CH:20]/[C:21]([OH:23])=O)=[CH:17][C:16]3[C:11](=[CH:12][CH:13]=[C:14]([Br:24])[CH:15]=3)[N:10]=2)=[CH:5][CH:4]=1.[CH:27]1([CH2:33][NH2:34])[CH2:32][CH2:31][CH2:30][CH2:29][CH2:28]1.C(N(CC)C(C)C)(C)C.C(=O)(O)[O-].[Na+], predict the reaction product. The product is: [CH3:1][O:2][C:3]1[CH:26]=[CH:25][C:6]([CH2:7][NH:8][C:9]2[C:18](/[CH:19]=[CH:20]/[C:21]([NH:34][CH2:33][CH:27]3[CH2:32][CH2:31][CH2:30][CH2:29][CH2:28]3)=[O:23])=[CH:17][C:16]3[C:11](=[CH:12][CH:13]=[C:14]([Br:24])[CH:15]=3)[N:10]=2)=[CH:5][CH:4]=1. (3) Given the reactants [S:1]1[C:5]2[CH:6]=[CH:7][CH:8]=[CH:9][C:4]=2[NH:3][C:2]1=[N:10][S:11]([C:14]1[CH:19]=[CH:18][C:17]([CH3:20])=[CH:16][CH:15]=1)(=[O:13])=[O:12].[H-].[Na+].Br[CH2:24][C:25]([C:27]1[CH:32]=[CH:31][C:30]([CH3:33])=[CH:29][CH:28]=1)=[O:26], predict the reaction product. The product is: [CH3:20][C:17]1[CH:16]=[CH:15][C:14]([S:11]([N:10]=[C:2]2[N:3]([CH2:24][C:25](=[O:26])[C:27]3[CH:32]=[CH:31][C:30]([CH3:33])=[CH:29][CH:28]=3)[C:4]3[CH:9]=[CH:8][CH:7]=[CH:6][C:5]=3[S:1]2)(=[O:12])=[O:13])=[CH:19][CH:18]=1. (4) Given the reactants [CH3:1][C:2](C)([O-])[CH3:3].[K+].[O:7]([CH2:11][CH2:12][OH:13])[CH2:8][CH2:9][OH:10].C(Br)C#C, predict the reaction product. The product is: [CH2:3]([O:10][CH2:9][CH2:8][O:7][CH2:11][CH2:12][OH:13])[C:2]#[CH:1]. (5) Given the reactants CS(C)=O.C(Cl)(=O)C(Cl)=O.[C:11]([O:15][C:16]([NH:18][C@@H:19]1[CH2:24][CH2:23][CH:22]([OH:25])[CH2:21][C@@H:20]1[NH:26][C:27]([O:29][C:30]([CH3:33])([CH3:32])[CH3:31])=[O:28])=[O:17])([CH3:14])([CH3:13])[CH3:12].C(N(CC)CC)C, predict the reaction product. The product is: [C:11]([O:15][C:16]([NH:18][C@@H:19]1[CH2:24][CH2:23][C:22](=[O:25])[CH2:21][C@@H:20]1[NH:26][C:27]([O:29][C:30]([CH3:33])([CH3:32])[CH3:31])=[O:28])=[O:17])([CH3:14])([CH3:13])[CH3:12]. (6) Given the reactants [C:1]([C:4]1[CH:13]=[CH:12][C:7]([C:8]([O:10][CH3:11])=[O:9])=[CH:6][C:5]=1[NH:14][C:15](=O)[C:16]([F:25])([F:24])[C:17]1[CH:22]=[CH:21][C:20]([F:23])=[CH:19][CH:18]=1)(=[O:3])[NH2:2].C(N(CC)CC)C.C[Si](Cl)(C)C, predict the reaction product. The product is: [F:24][C:16]([F:25])([C:17]1[CH:22]=[CH:21][C:20]([F:23])=[CH:19][CH:18]=1)[C:15]1[N:2]=[C:1]([OH:3])[C:4]2[C:5](=[CH:6][C:7]([C:8]([O:10][CH3:11])=[O:9])=[CH:12][CH:13]=2)[N:14]=1. (7) Given the reactants [CH2:1]([O:3][C:4]([C@H:6]1[C@H:10]([NH:11][C:12]([O:14][CH2:15][CH2:16][Si:17]([CH3:20])([CH3:19])[CH3:18])=[O:13])[CH2:9][N:8](CC2C=CC=CC=2)[CH2:7]1)=[O:5])[CH3:2].C(O[C:33](=[O:39])[O:34][C:35]([CH3:38])([CH3:37])[CH3:36])(C)(C)C, predict the reaction product. The product is: [CH2:1]([O:3][C:4]([C@H:6]1[C@H:10]([NH:11][C:12]([O:14][CH2:15][CH2:16][Si:17]([CH3:18])([CH3:20])[CH3:19])=[O:13])[CH2:9][N:8]([C:33]([O:34][C:35]([CH3:36])([CH3:37])[CH3:38])=[O:39])[CH2:7]1)=[O:5])[CH3:2]. (8) Given the reactants [CH3:1][O:2][C:3]([C:5]1[C:14]([CH3:15])=[C:13]([OH:16])[C:12]2[C:7](=[CH:8][CH:9]=[C:10]([F:17])[CH:11]=2)[CH:6]=1)=[O:4].C(=O)([O-])[O-].[K+].[K+].[CH2:24](Br)[C:25]1[CH:30]=[CH:29][CH:28]=[CH:27][CH:26]=1, predict the reaction product. The product is: [CH3:1][O:2][C:3]([C:5]1[C:14]([CH3:15])=[C:13]([O:16][CH2:24][C:25]2[CH:30]=[CH:29][CH:28]=[CH:27][CH:26]=2)[C:12]2[C:7](=[CH:8][CH:9]=[C:10]([F:17])[CH:11]=2)[CH:6]=1)=[O:4].